This data is from Peptide-MHC class II binding affinity with 134,281 pairs from IEDB. The task is: Regression. Given a peptide amino acid sequence and an MHC pseudo amino acid sequence, predict their binding affinity value. This is MHC class II binding data. The peptide sequence is AAATFGTTVYGAFAA. The MHC is HLA-DQA10501-DQB10301 with pseudo-sequence HLA-DQA10501-DQB10301. The binding affinity (normalized) is 0.575.